This data is from Full USPTO retrosynthesis dataset with 1.9M reactions from patents (1976-2016). The task is: Predict the reactants needed to synthesize the given product. Given the product [Br:1][C:2]1[C:7]([CH3:8])=[N:6][C:5]([Cl:16])=[CH:4][CH:3]=1, predict the reactants needed to synthesize it. The reactants are: [Br:1][C:2]1[CH:3]=[CH:4][C:5](N)=[N:6][C:7]=1[CH3:8].N([O-])=O.[Na+].[OH-].[Na+].[ClH:16].